Dataset: Full USPTO retrosynthesis dataset with 1.9M reactions from patents (1976-2016). Task: Predict the reactants needed to synthesize the given product. (1) The reactants are: [CH2:1]([O:8][C:9]1[CH:10]=[C:11]2[C:15](=[CH:16][CH:17]=1)[CH2:14][CH:13]([CH:18]([O:24][Si:25]([C:28]([CH3:31])([CH3:30])[CH3:29])([CH3:27])[CH3:26])[C:19]1[O:20][CH:21]=[CH:22][N:23]=1)[CH2:12]2)[C:2]1[CH:7]=[CH:6][CH:5]=[CH:4][CH:3]=1.[Li]CCCC.[Sn:37](Cl)([CH2:46][CH2:47][CH2:48][CH3:49])([CH2:42][CH2:43][CH2:44][CH3:45])[CH2:38][CH2:39][CH2:40][CH3:41]. Given the product [CH2:1]([O:8][C:9]1[CH:10]=[C:11]2[C:15](=[CH:16][CH:17]=1)[CH2:14][CH:13]([CH:18]([O:24][Si:25]([C:28]([CH3:31])([CH3:30])[CH3:29])([CH3:26])[CH3:27])[C:19]1[O:20][C:21]([Sn:37]([CH2:42][CH2:43][CH2:44][CH3:45])([CH2:46][CH2:47][CH2:48][CH3:49])[CH2:38][CH2:39][CH2:40][CH3:41])=[CH:22][N:23]=1)[CH2:12]2)[C:2]1[CH:7]=[CH:6][CH:5]=[CH:4][CH:3]=1, predict the reactants needed to synthesize it. (2) Given the product [F:1][C:2]1[C:12]2[CH2:11][CH2:10][C:9]3[CH:13]=[CH:14][CH:15]=[CH:16][C:8]=3[CH:7]([CH2:17][C:18]3[CH:19]=[C:20]([NH:24][S:25]([CH3:28])(=[O:27])=[O:26])[CH:21]=[CH:22][CH:23]=3)[C:6]=2[CH:5]=[CH:4][CH:3]=1, predict the reactants needed to synthesize it. The reactants are: [F:1][C:2]1[C:12]2[CH2:11][CH2:10][C:9]3[CH:13]=[CH:14][CH:15]=[CH:16][C:8]=3[C:7](=[CH:17][C:18]3[CH:19]=[C:20]([NH:24][S:25]([CH3:28])(=[O:27])=[O:26])[CH:21]=[CH:22][CH:23]=3)[C:6]=2[CH:5]=[CH:4][CH:3]=1. (3) Given the product [NH2:1][CH2:2][C:3]1[CH:4]=[C:5]([C:25]2[CH:24]=[C:23]3[C:28]([CH:29]=[C:20]([O:19][CH2:12][C:13]4[CH:18]=[CH:17][CH:16]=[CH:15][CH:14]=4)[C:21]([N:31]4[S:35](=[O:36])(=[O:37])[NH:34][C:33](=[O:38])[CH2:32]4)=[CH:22]3)=[CH:27][CH:26]=2)[CH:6]=[CH:7][CH:8]=1, predict the reactants needed to synthesize it. The reactants are: [NH2:1][CH2:2][C:3]1[CH:4]=[C:5](B(O)O)[CH:6]=[CH:7][CH:8]=1.[CH2:12]([O:19][C:20]1[C:21]([N:31]2[S:35](=[O:37])(=[O:36])[NH:34][C:33](=[O:38])[CH2:32]2)=[CH:22][C:23]2[C:28]([CH:29]=1)=[CH:27][CH:26]=[C:25](Br)[CH:24]=2)[C:13]1[CH:18]=[CH:17][CH:16]=[CH:15][CH:14]=1. (4) Given the product [OH:27][NH:26][C:24](=[O:25])[C@:19]([N:18]([C:16](=[O:17])[C:15]1[CH:36]=[CH:37][C:12]([C:11]#[C:10][C:7]2[CH:6]=[CH:5][C:4]([CH:2]([OH:1])[CH3:3])=[CH:9][CH:8]=2)=[CH:13][CH:14]=1)[CH3:35])([CH3:34])[C:20]([NH:22][CH3:23])=[O:21], predict the reactants needed to synthesize it. The reactants are: [OH:1][CH:2]([C:4]1[CH:9]=[CH:8][C:7]([C:10]#[C:11][C:12]2[CH:37]=[CH:36][C:15]([C:16]([N:18]([CH3:35])[C@:19]([CH3:34])([C:24]([NH:26][O:27]C3CCCCO3)=[O:25])[C:20]([NH:22][CH3:23])=[O:21])=[O:17])=[CH:14][CH:13]=2)=[CH:6][CH:5]=1)[CH3:3].CO.O.C1(C)C=CC(S(O)(=O)=O)=CC=1.C(=O)([O-])O.[Na+]. (5) Given the product [Cl:1][C:2]1[CH:7]=[CH:6][C:5]([C:8]2[N:12]([C:13]3[C:14]([F:22])=[CH:15][C:16]([O:20][CH3:21])=[CH:17][C:18]=3[F:19])[C:11]([Cl:24])=[N:10][C:9]=2[CH3:23])=[CH:4][N:3]=1, predict the reactants needed to synthesize it. The reactants are: [Cl:1][C:2]1[CH:7]=[CH:6][C:5]([C:8]2[N:12]([C:13]3[C:18]([F:19])=[CH:17][C:16]([O:20][CH3:21])=[CH:15][C:14]=3[F:22])[CH:11]=[N:10][C:9]=2[CH3:23])=[CH:4][N:3]=1.[Cl:24]N1C(=O)CCC1=O. (6) Given the product [F:30][C:31]1[CH:39]=[CH:38][C:34]([CH2:35][CH2:36][O:1][C:2]2[CH:3]=[C:4]3[C:8](=[CH:9][CH:10]=2)[NH:7][CH:6]=[CH:5]3)=[CH:33][CH:32]=1, predict the reactants needed to synthesize it. The reactants are: [OH:1][C:2]1[CH:3]=[C:4]2[C:8](=[CH:9][CH:10]=1)[NH:7][CH:6]=[CH:5]2.C1(P(C2C=CC=CC=2)C2C=CC=CC=2)C=CC=CC=1.[F:30][C:31]1[CH:39]=[CH:38][C:34]([CH2:35][CH2:36]O)=[CH:33][CH:32]=1.CC(OC(/N=N/C(OC(C)C)=O)=O)C. (7) The reactants are: [CH3:1][C:2]([CH3:4])=[O:3].[OH:5][CH2:6][CH:7]([CH2:9][OH:10])[OH:8]. Given the product [CH3:1][C:2]([CH3:4])=[O:3].[OH:5][CH2:6][CH:7]([CH2:9][OH:10])[OH:8], predict the reactants needed to synthesize it. (8) Given the product [Cl:25][C:26]1[CH:31]=[CH:30][C:29]([O:22][CH2:21][C:17]2[CH:16]=[C:15]([C:12]3[CH:13]=[CH:14][C:9]4[N:10]([CH:23]=[C:7]([C:4]5[CH:3]=[CH:2][C:1]([CH3:24])=[CH:6][CH:5]=5)[N:8]=4)[CH:11]=3)[CH:20]=[CH:19][CH:18]=2)=[CH:28][CH:27]=1, predict the reactants needed to synthesize it. The reactants are: [C:1]1([CH3:24])[CH:6]=[CH:5][C:4]([C:7]2[N:8]=[C:9]3[CH:14]=[CH:13][C:12]([C:15]4[CH:16]=[C:17]([CH2:21][OH:22])[CH:18]=[CH:19][CH:20]=4)=[CH:11][N:10]3[CH:23]=2)=[CH:3][CH:2]=1.[Cl:25][C:26]1[CH:31]=[CH:30][C:29](O)=[CH:28][CH:27]=1.C(P(CCCC)CCCC)CCC.N(C(N1CCCCC1)=O)=NC(N1CCCCC1)=O.